Dataset: Full USPTO retrosynthesis dataset with 1.9M reactions from patents (1976-2016). Task: Predict the reactants needed to synthesize the given product. (1) Given the product [CH3:11][O:12][C:13](=[O:26])[C:14]([CH3:24])([CH3:25])[CH2:15][C:16]1[CH:21]=[CH:20][C:19]([O:22][C:2]2[CH:9]=[C:8]([F:10])[CH:7]=[C:4]([CH2:5][NH2:6])[CH:3]=2)=[CH:18][C:17]=1[CH3:23], predict the reactants needed to synthesize it. The reactants are: F[C:2]1[CH:3]=[C:4]([CH:7]=[C:8]([F:10])[CH:9]=1)[C:5]#[N:6].[CH3:11][O:12][C:13](=[O:26])[C:14]([CH3:25])([CH3:24])[CH2:15][C:16]1[CH:21]=[CH:20][C:19]([OH:22])=[CH:18][C:17]=1[CH3:23]. (2) Given the product [O:25]1[C:24]2[CH:28]=[CH:29][C:21]([C:14]3[C:15]([O:19][CH3:20])=[N:16][N:17]([CH3:18])[C:13]=3[NH:12][S:8]([C:5]3[CH:6]=[CH:7][C:2]([Br:1])=[CH:3][CH:4]=3)(=[O:10])=[O:9])=[CH:22][C:23]=2[O:27][CH2:26]1, predict the reactants needed to synthesize it. The reactants are: [Br:1][C:2]1[CH:7]=[CH:6][C:5]([S:8](Cl)(=[O:10])=[O:9])=[CH:4][CH:3]=1.[NH2:12][C:13]1[N:17]([CH3:18])[N:16]=[C:15]([O:19][CH3:20])[C:14]=1[C:21]1[CH:29]=[CH:28][C:24]2[O:25][CH2:26][O:27][C:23]=2[CH:22]=1.CN(C1C=CC=CN=1)C. (3) Given the product [CH2:9]([O:8][C@@H:7]1[C@H:2]2[N:1]=[C:31]([NH:30][CH2:39][CH3:35])[O:26][C@H:3]2[CH2:4][C@H:5]([CH2:24][F:25])[C@H:6]1[O:16][CH2:17][C:18]1[CH:19]=[CH:20][CH:21]=[CH:22][CH:23]=1)[C:10]1[CH:15]=[CH:14][CH:13]=[CH:12][CH:11]=1, predict the reactants needed to synthesize it. The reactants are: [NH2:1][C@@H:2]1[C@@H:7]([O:8][CH2:9][C:10]2[CH:15]=[CH:14][CH:13]=[CH:12][CH:11]=2)[C@H:6]([O:16][CH2:17][C:18]2[CH:23]=[CH:22][CH:21]=[CH:20][CH:19]=2)[C@@H:5]([CH2:24][F:25])[CH2:4][C@@H:3]1[OH:26].C(S[N:30]=[C:31]=O)C.CI.[CH2:35]1[CH2:39]OCC1. (4) Given the product [NH2:32][C@H:23]([C:12]1[C:11]([C:8]2[CH:9]=[CH:10][C:2]([Cl:1])=[C:3]3[C:7]=2[N:6]([CH3:40])[N:5]=[C:4]3[NH:41][S:42]([CH3:45])(=[O:43])=[O:44])=[CH:16][CH:15]=[C:14]([C:17]#[C:18][C:19]([OH:22])([CH3:20])[CH3:21])[N:13]=1)[CH2:24][C:25]1[CH:30]=[CH:29][CH:28]=[C:27]([F:31])[CH:26]=1, predict the reactants needed to synthesize it. The reactants are: [Cl:1][C:2]1[CH:10]=[CH:9][C:8]([C:11]2[C:12]([C@@H:23]([NH:32]C(=O)OC(C)(C)C)[CH2:24][C:25]3[CH:30]=[CH:29][CH:28]=[C:27]([F:31])[CH:26]=3)=[N:13][C:14]([C:17]#[C:18][C:19]([OH:22])([CH3:21])[CH3:20])=[CH:15][CH:16]=2)=[C:7]2[C:3]=1[C:4]([NH:41][S:42]([CH3:45])(=[O:44])=[O:43])=[N:5][N:6]2[CH3:40].C(O)(C(F)(F)F)=O. (5) Given the product [Cl:1][C:2]1[CH:3]=[C:4]([NH2:14])[C:5]([NH:6][CH2:7][CH:8]2[CH2:9][O:10][CH2:11]2)=[CH:12][CH:13]=1, predict the reactants needed to synthesize it. The reactants are: [Cl:1][C:2]1[CH:13]=[CH:12][C:5]([NH:6][CH2:7][CH:8]2[CH2:11][O:10][CH2:9]2)=[C:4]([N+:14]([O-])=O)[CH:3]=1. (6) Given the product [CH3:13][CH:8]([CH3:9])[N:5]=[C:52]=[N:54][CH:55]([CH3:56])[CH3:58], predict the reactants needed to synthesize it. The reactants are: CN1CC[N:5]([C:8]2[CH:9]=CC3NC(C4C=CC5NC(C6C=CC(O)=CC=6)=NC=5C=4)=NC=3[CH:13]=2)CC1.C1[CH2:52][N:54](C([C@@H](N)CC(O)=O)=O)[C@H:55]([C:58](N[C@H]([C:52]([NH:54][C@H:55]([C:58](O)=O)[CH2:56]O)=O)CO)=O)[CH2:56]1.[Ne].[He].CCOC1C=CC(C2NC3C=C(C4NC5C=C(N6CCN(C)CC6)C=CC=5N=4)C=CC=3N=2)=CC=1.